Predict the product of the given reaction. From a dataset of Forward reaction prediction with 1.9M reactions from USPTO patents (1976-2016). (1) Given the reactants O=[C:2]([CH2:9][CH2:10][CH3:11])[CH2:3][C:4]([O:6][CH2:7][CH3:8])=[O:5].[NH2:12][C:13]1[CH:20]=[CH:19][C:18]([N+:21]([O-:23])=[O:22])=[CH:17][C:14]=1[C:15]#[N:16].[Sn](Cl)(Cl)(Cl)Cl, predict the reaction product. The product is: [NH2:16][C:15]1[C:14]2[C:13](=[CH:20][CH:19]=[C:18]([N+:21]([O-:23])=[O:22])[CH:17]=2)[N:12]=[C:2]([CH2:9][CH2:10][CH3:11])[C:3]=1[C:4]([O:6][CH2:7][CH3:8])=[O:5]. (2) Given the reactants [NH2:1][C:2]1[CH:18]=[CH:17][CH:16]=[C:15]([S:19][C:20]2[CH:25]=[CH:24][C:23]([N+:26]([O-:28])=[O:27])=[CH:22][CH:21]=2)[C:3]=1[C:4]([NH:6][C:7]1[CH:12]=[CH:11][CH:10]=[CH:9][C:8]=1[O:13][CH3:14])=[O:5].[OH:29]O, predict the reaction product. The product is: [NH2:1][C:2]1[CH:18]=[CH:17][CH:16]=[C:15]([S:19]([C:20]2[CH:21]=[CH:22][C:23]([N+:26]([O-:28])=[O:27])=[CH:24][CH:25]=2)=[O:29])[C:3]=1[C:4]([NH:6][C:7]1[CH:12]=[CH:11][CH:10]=[CH:9][C:8]=1[O:13][CH3:14])=[O:5]. (3) The product is: [CH2:2]([O:9][C:10]1[CH:19]=[CH:18][CH:17]=[C:16]2[C:11]=1[CH2:12][CH2:13][CH2:14][CH:15]2[C:20]([N:22]([C:29]1[CH:30]=[N:31][C:32]([CH:35]([CH3:37])[CH3:36])=[CH:33][CH:34]=1)[CH2:23][C:24]1[CH:25]=[N:26][N:27]([CH2:39][C:40]2[CH:45]=[N:44][C:43]([O:46][CH2:47][CH2:48][O:49][CH3:50])=[CH:42][CH:41]=2)[CH:28]=1)=[O:21])[C:3]1[CH:8]=[CH:7][CH:6]=[CH:5][CH:4]=1. Given the reactants Cl.[CH2:2]([O:9][C:10]1[CH:19]=[CH:18][CH:17]=[C:16]2[C:11]=1[CH2:12][CH2:13][CH2:14][CH:15]2[C:20]([N:22]([C:29]1[CH:30]=[N:31][C:32]([CH:35]([CH3:37])[CH3:36])=[CH:33][CH:34]=1)[CH2:23][C:24]1[CH:25]=[N:26][NH:27][CH:28]=1)=[O:21])[C:3]1[CH:8]=[CH:7][CH:6]=[CH:5][CH:4]=1.Cl[CH2:39][C:40]1[CH:41]=[CH:42][C:43]([O:46][CH2:47][CH2:48][O:49][CH3:50])=[N:44][CH:45]=1, predict the reaction product. (4) Given the reactants CN(C(ON1N=NC2C=CC=CC1=2)=[N+](C)C)C.[B-](F)(F)(F)F.C(N(CC)CC)C.[N:30]1([CH2:36][CH2:37][OH:38])[CH2:35][CH2:34][O:33][CH2:32][CH2:31]1.[CH3:39][O:40][C:41]1[CH:42]=[CH:43][C:44]2[NH:50][C:49](=[O:51])[N:48]([CH:52]3[CH2:57][CH2:56][N:55]([C:58]([O:60][C@H:61]([CH2:80][C:81]4[CH:86]=[C:85]([C:87]([F:90])([F:89])[F:88])[C:84]([NH2:91])=[C:83]([Cl:92])[CH:82]=4)[C:62]([N:64]4[CH2:69][CH2:68][CH:67]([CH:70]5[CH2:75][CH2:74][N:73]([CH2:76][C:77](O)=[O:78])[CH2:72][CH2:71]5)[CH2:66][CH2:65]4)=[O:63])=[O:59])[CH2:54][CH2:53]3)[CH2:47][CH2:46][C:45]=2[CH:93]=1.C([O-])(O)=O.[Na+], predict the reaction product. The product is: [CH3:39][O:40][C:41]1[CH:42]=[CH:43][C:44]2[NH:50][C:49](=[O:51])[N:48]([CH:52]3[CH2:53][CH2:54][N:55]([C:58]([O:60][C@H:61]([CH2:80][C:81]4[CH:86]=[C:85]([C:87]([F:90])([F:88])[F:89])[C:84]([NH2:91])=[C:83]([Cl:92])[CH:82]=4)[C:62]([N:64]4[CH2:65][CH2:66][CH:67]([CH:70]5[CH2:75][CH2:74][N:73]([CH2:76][C:77]([O:38][CH2:37][CH2:36][N:30]6[CH2:35][CH2:34][O:33][CH2:32][CH2:31]6)=[O:78])[CH2:72][CH2:71]5)[CH2:68][CH2:69]4)=[O:63])=[O:59])[CH2:56][CH2:57]3)[CH2:47][CH2:46][C:45]=2[CH:93]=1. (5) Given the reactants [CH3:1][C:2]1[C:6]([CH2:7][CH2:8]OS(C)(=O)=O)=[C:5]([CH3:14])[N:4]([S:15]([C:18]2[CH:23]=[CH:22][C:21]([CH3:24])=[CH:20][CH:19]=2)(=[O:17])=[O:16])[N:3]=1.[CH3:25][O:26][C:27](=[O:41])/[CH:28]=[CH:29]/[C:30]1[CH:35]=[CH:34][C:33]([C@@H:36]2[CH2:40][CH2:39][CH2:38][NH:37]2)=[CH:32][CH:31]=1.C(=O)([O-])[O-].[K+].[K+], predict the reaction product. The product is: [CH3:25][O:26][C:27](=[O:41])/[CH:28]=[CH:29]/[C:30]1[CH:35]=[CH:34][C:33]([C@@H:36]2[CH2:40][CH2:39][CH2:38][N:37]2[CH2:8][CH2:7][C:6]2[C:2]([CH3:1])=[N:3][N:4]([S:15]([C:18]3[CH:19]=[CH:20][C:21]([CH3:24])=[CH:22][CH:23]=3)(=[O:17])=[O:16])[C:5]=2[CH3:14])=[CH:32][CH:31]=1. (6) The product is: [CH3:1][NH:2][C:3](=[O:12])[C:4]1[CH:9]=[CH:8][C:7]([NH:10][C:13]2([C:23]#[N:24])[CH2:17][CH2:16][CH2:15][CH2:14]2)=[CH:6][C:5]=1[F:11]. Given the reactants [CH3:1][NH:2][C:3](=[O:12])[C:4]1[CH:9]=[CH:8][C:7]([NH2:10])=[CH:6][C:5]=1[F:11].[C:13]1(=O)[CH2:17][CH2:16][CH2:15][CH2:14]1.[Si]([C:23]#[N:24])(C)(C)C, predict the reaction product. (7) The product is: [F:1][C:2]([F:7])([F:6])[C:3]([OH:5])=[O:4].[F:1][C:2]([F:7])([F:6])[C:3]([OH:5])=[O:4].[Cl:15][C:16]1[CH:44]=[CH:43][C:19]([CH2:20][N:21]2[CH2:26][CH2:25][CH:24]([NH:27][CH2:28][CH2:29][CH2:30][O:31][C:32]3[CH:37]=[C:36]([F:8])[CH:35]=[CH:34][C:33]=3[CH2:38][CH2:2][C:3]([OH:5])=[O:4])[CH2:23][CH2:22]2)=[CH:18][CH:17]=1. Given the reactants [F:1][C:2]([F:7])([F:6])[C:3]([OH:5])=[O:4].[F:8]C(F)(F)C(O)=O.[Cl:15][C:16]1[CH:44]=[CH:43][C:19]([CH2:20][N:21]2[CH2:26][CH2:25][CH:24]([NH:27][CH2:28][CH2:29][CH2:30][O:31][C:32]3[CH:37]=[CH:36][CH:35]=[CH:34][C:33]=3[CH2:38]CC(O)=O)[CH2:23][CH2:22]2)=[CH:18][CH:17]=1.FC(F)(F)C(O)=O.FC(F)(F)C(O)=O.ClC1C=CC(CN2CCC(NC[C@@](O)(C)COC3C=C(F)C=CC=3CCC(O)=O)CC2)=CC=1.C1C=CC(P(C2C=CC=CC=2)C2C=CC=CC=2)=CC=1.CCOC(/N=N/C(OCC)=O)=O, predict the reaction product. (8) Given the reactants [Br:1][C:2]1[CH:10]=[CH:9][C:5]([C:6](Cl)=[O:7])=[CH:4][CH:3]=1.[S:11]1[C:15]2[CH2:16][CH2:17][CH2:18][CH2:19][C:14]=2[N:13]=[C:12]1[NH2:20], predict the reaction product. The product is: [Br:1][C:2]1[CH:10]=[CH:9][C:5]([C:6]([NH:20][C:12]2[S:11][C:15]3[CH2:16][CH2:17][CH2:18][CH2:19][C:14]=3[N:13]=2)=[O:7])=[CH:4][CH:3]=1.